Dataset: Full USPTO retrosynthesis dataset with 1.9M reactions from patents (1976-2016). Task: Predict the reactants needed to synthesize the given product. (1) Given the product [CH3:1][C:2]1[CH:7]=[CH:6][N:5]=[C:4]([O:8][CH:9]2[CH2:14][CH2:13][CH:12]([N:16]3[CH2:19][CH:18]([NH:20][C:21]([CH2:23][NH:24][C:25](=[O:36])[C:26]4[CH:31]=[CH:30][CH:29]=[C:28]([C:32]([F:35])([F:33])[F:34])[CH:27]=4)=[O:22])[CH2:17]3)[CH2:11][CH2:10]2)[CH:3]=1, predict the reactants needed to synthesize it. The reactants are: [CH3:1][C:2]1[CH:7]=[CH:6][N:5]=[C:4]([O:8][CH:9]2[CH2:14][CH2:13][C:12](=O)[CH2:11][CH2:10]2)[CH:3]=1.[NH:16]1[CH2:19][CH:18]([NH:20][C:21]([CH2:23][NH:24][C:25](=[O:36])[C:26]2[CH:31]=[CH:30][CH:29]=[C:28]([C:32]([F:35])([F:34])[F:33])[CH:27]=2)=[O:22])[CH2:17]1. (2) Given the product [Cl:18][C:15]1[CH:16]=[CH:17][C:12]([S:9]([N:8]([C:7]2[C:2]([C:35]([C:36]3[CH:41]=[CH:40][N:39]=[C:38]([N:42]4[CH2:47][CH2:46][O:45][CH2:44][CH2:43]4)[CH:37]=3)=[O:48])=[N:3][CH:4]=[C:5]([Cl:26])[CH:6]=2)[CH2:23][O:24][CH3:25])(=[O:11])=[O:10])=[CH:13][C:14]=1[C:19]([F:22])([F:21])[F:20], predict the reactants needed to synthesize it. The reactants are: Br[C:2]1[C:7]([N:8]([CH2:23][O:24][CH3:25])[S:9]([C:12]2[CH:17]=[CH:16][C:15]([Cl:18])=[C:14]([C:19]([F:22])([F:21])[F:20])[CH:13]=2)(=[O:11])=[O:10])=[CH:6][C:5]([Cl:26])=[CH:4][N:3]=1.C([Mg]Cl)(C)C.CON(C)[C:35](=[O:48])[C:36]1[CH:41]=[CH:40][N:39]=[C:38]([N:42]2[CH2:47][CH2:46][O:45][CH2:44][CH2:43]2)[CH:37]=1. (3) Given the product [CH3:34][C:15]1[CH:16]=[C:17]([C:19]2[N:23]=[C:22]([C:24]3[CH:29]=[C:28]([CH3:30])[N:27]=[C:26]([NH:31][CH2:32][CH2:33][CH3:35])[N:25]=3)[O:21][N:20]=2)[CH:18]=[C:3]([CH3:1])[C:4]=1[O:5][CH2:6][CH:7]([OH:14])[CH2:8][NH:9][C:10](=[O:13])[CH2:11][OH:12], predict the reactants needed to synthesize it. The reactants are: [CH2:1]([C:3]1[CH:18]=[C:17]([C:19]2[N:23]=[C:22]([C:24]3[CH:29]=[C:28]([CH3:30])[N:27]=[C:26]([NH:31][CH2:32][CH3:33])[N:25]=3)[O:21][N:20]=2)[CH:16]=[C:15]([CH3:34])[C:4]=1[O:5][CH2:6][C@@H:7]([OH:14])[CH2:8][NH:9][C:10](=[O:13])[CH2:11][OH:12])C.[CH3:35]C1N=C(NCCC)N=C(C(O)=O)C=1.OCC(NCC(O)COC1C(C)=CC(C(=N)NO)=CC=1C)=O. (4) Given the product [O:8]=[C:6]1[CH2:5][S:4][C:3]([N:9]2[CH2:14][CH2:13][CH:12]([C:15]([OH:17])=[O:16])[CH2:11][CH2:10]2)=[N:7]1, predict the reactants needed to synthesize it. The reactants are: CS[C:3]1[S:4][CH2:5][C:6](=[O:8])[N:7]=1.[NH:9]1[CH2:14][CH2:13][CH:12]([C:15]([OH:17])=[O:16])[CH2:11][CH2:10]1.